From a dataset of Full USPTO retrosynthesis dataset with 1.9M reactions from patents (1976-2016). Predict the reactants needed to synthesize the given product. Given the product [CH3:1][S:2]([O:5][C:6]1[C:14]([O:15][CH3:16])=[CH:13][C:12]([C:17]2[N:18]([C:28]([O:30][C:31]([CH3:33])([CH3:34])[CH3:32])=[O:29])[C:19]3[C:24]([CH:25]=2)=[C:23]([CH2:26][N:36]2[CH2:40][CH2:39][CH2:38][CH2:37]2)[CH:22]=[CH:21][CH:20]=3)=[C:11]2[C:7]=1[CH2:8][NH:9][C:10]2=[O:35])(=[O:4])=[O:3], predict the reactants needed to synthesize it. The reactants are: [CH3:1][S:2]([O:5][C:6]1[C:14]([O:15][CH3:16])=[CH:13][C:12]([C:17]2[N:18]([C:28]([O:30][C:31]([CH3:34])([CH3:33])[CH3:32])=[O:29])[C:19]3[C:24]([CH:25]=2)=[C:23]([CH:26]=O)[CH:22]=[CH:21][CH:20]=3)=[C:11]2[C:7]=1[CH2:8][NH:9][C:10]2=[O:35])(=[O:4])=[O:3].[NH:36]1[CH2:40][CH2:39][CH2:38][CH2:37]1.C(O)(=O)C.C(O[BH-](OC(=O)C)OC(=O)C)(=O)C.[Na+].